Dataset: Full USPTO retrosynthesis dataset with 1.9M reactions from patents (1976-2016). Task: Predict the reactants needed to synthesize the given product. (1) Given the product [CH2:1]([NH:8][C:9]([C:11]1[S:15][C:14]([N:16]2[CH:20]=[CH:19][N:18]([CH2:22][C:23]3[CH:24]=[CH:25][C:26]([F:29])=[CH:27][CH:28]=3)[C:17]2=[O:30])=[N:13][C:12]=1[CH3:31])=[O:10])[C:2]1[CH:7]=[CH:6][CH:5]=[CH:4][CH:3]=1, predict the reactants needed to synthesize it. The reactants are: [CH2:1]([NH:8][C:9]([C:11]1[S:15][C:14]([N:16]2[CH:20](O)[CH2:19][N:18]([CH2:22][C:23]3[CH:28]=[CH:27][C:26]([F:29])=[CH:25][CH:24]=3)[C:17]2=[O:30])=[N:13][C:12]=1[CH3:31])=[O:10])[C:2]1[CH:7]=[CH:6][CH:5]=[CH:4][CH:3]=1.FC(F)(F)C(O)=O. (2) Given the product [C:15]([O-:18])(=[O:17])[CH3:16].[CH3:13][S:10]([NH:9][C:6]1[CH:7]=[CH:8][C:3]([CH2:1][NH3+:2])=[CH:4][C:5]=1[CH3:14])(=[O:12])=[O:11], predict the reactants needed to synthesize it. The reactants are: [C:1]([C:3]1[CH:8]=[CH:7][C:6]([NH:9][S:10]([CH3:13])(=[O:12])=[O:11])=[C:5]([CH3:14])[CH:4]=1)#[N:2].[C:15]([OH:18])(=[O:17])[CH3:16]. (3) Given the product [OH:4][CH2:5][CH2:6][CH2:7][N:8]1[C:13](=[O:14])[C:12]2[N:15]([CH3:29])[C:16]([C:18]3[CH:23]=[CH:22][CH:21]=[C:20]([O:24][C:25]([F:28])([F:27])[F:26])[CH:19]=3)=[CH:17][C:11]=2[N:10]([CH3:30])[C:9]1=[O:31], predict the reactants needed to synthesize it. The reactants are: C([O:4][CH2:5][CH2:6][CH2:7][N:8]1[C:13](=[O:14])[C:12]2[N:15]([CH3:29])[C:16]([C:18]3[CH:23]=[CH:22][CH:21]=[C:20]([O:24][C:25]([F:28])([F:27])[F:26])[CH:19]=3)=[CH:17][C:11]=2[N:10]([CH3:30])[C:9]1=[O:31])(=O)C.O[Li].O. (4) Given the product [Cl:1][C:2]1[C:3]([F:19])=[C:4]([CH:5]=[CH:6][CH:7]=1)[CH2:8][C:9]1[C:10]([O:17][CH3:18])=[CH:11][C:12]([O:15][CH3:16])=[C:13]([C:27](=[O:29])[CH3:28])[CH:14]=1, predict the reactants needed to synthesize it. The reactants are: [Cl:1][C:2]1[CH:7]=[CH:6][CH:5]=[C:4]([CH2:8][C:9]2[CH:14]=[CH:13][C:12]([O:15][CH3:16])=[CH:11][C:10]=2[O:17][CH3:18])[C:3]=1[F:19].C(Cl)Cl.[Cl-].[Al+3].[Cl-].[Cl-].[C:27](Cl)(=[O:29])[CH3:28]. (5) Given the product [CH2:8]([O:7][C:1](=[O:6])[CH2:2][C:3](=[O:4])[CH2:5][CH2:18][C:19]1[CH:24]=[CH:23][CH:22]=[CH:21][CH:20]=1)[CH3:9], predict the reactants needed to synthesize it. The reactants are: [C:1]([O:7][CH2:8][CH3:9])(=[O:6])[CH2:2][C:3]([CH3:5])=[O:4].[Li+].CC([N-]C(C)C)C.[CH2:18](Br)[C:19]1[CH:24]=[CH:23][CH:22]=[CH:21][CH:20]=1. (6) Given the product [CH:1]1([N:4]2[C:8]([CH3:9])=[CH:7][N:6]([CH2:17][C:16]3[CH:19]=[C:20]([F:23])[CH:21]=[CH:22][C:15]=3[C:14]([F:24])([F:13])[F:25])[C:5]2=[O:10])[CH2:3][CH2:2]1, predict the reactants needed to synthesize it. The reactants are: [CH:1]1([N:4]2[C:8]([CH3:9])=[CH:7][NH:6][C:5]2=[O:10])[CH2:3][CH2:2]1.[H-].[Na+].[F:13][C:14]([F:25])([F:24])[C:15]1[CH:22]=[CH:21][C:20]([F:23])=[CH:19][C:16]=1[CH2:17]Br.